Predict which catalyst facilitates the given reaction. From a dataset of Catalyst prediction with 721,799 reactions and 888 catalyst types from USPTO. (1) Reactant: [Cl:1][C:2]1[CH:3]=[CH:4][C:5](=[O:8])[NH:6][N:7]=1.[C:9]([O-])([O-])=O.[Cs+].[Cs+]. Product: [Cl:1][C:2]1[CH:3]=[CH:4][C:5](=[O:8])[N:6]([CH3:9])[N:7]=1. The catalyst class is: 23. (2) Reactant: [CH:1]([C:4]1[CH:9]=[CH:8][C:7]([CH:10]2[C:14]3[C:15]([CH3:30])=[C:16]([NH:21][C:22](=O)[O:23]CC(Cl)(Cl)Cl)[C:17]([CH3:20])=[C:18]([CH3:19])[C:13]=3[O:12][CH2:11]2)=[CH:6][CH:5]=1)([CH3:3])[CH3:2].[CH2:31]([NH2:34])[CH2:32][CH3:33]. Product: [CH:1]([C:4]1[CH:9]=[CH:8][C:7]([CH:10]2[C:14]3[C:15]([CH3:30])=[C:16]([NH:21][C:22]([NH:34][CH2:31][CH2:32][CH3:33])=[O:23])[C:17]([CH3:20])=[C:18]([CH3:19])[C:13]=3[O:12][CH2:11]2)=[CH:6][CH:5]=1)([CH3:2])[CH3:3]. The catalyst class is: 195.